This data is from Forward reaction prediction with 1.9M reactions from USPTO patents (1976-2016). The task is: Predict the product of the given reaction. (1) Given the reactants [OH:1][CH2:2][C@H:3]1[CH2:8][CH2:7][CH2:6][CH2:5][NH:4]1.S(O[CH2:14][CH2:15][C:16]1[CH:21]=[CH:20][CH:19]=[C:18]([O:22][CH3:23])[CH:17]=1)(=O)(=O)C.C(=O)([O-])[O-].[Na+].[Na+].[I-].[Na+], predict the reaction product. The product is: [OH:1][CH2:2][C@H:3]1[CH2:8][CH2:7][CH2:6][CH2:5][N:4]1[CH2:14][CH2:15][C:16]1[CH:21]=[CH:20][CH:19]=[C:18]([O:22][CH3:23])[CH:17]=1. (2) The product is: [Cl:1][C:2]1[CH:3]=[C:4]([C:9]2[CH:10]=[C:11]([C:12]([F:15])([F:14])[F:13])[N:20]3[N:21]=[CH:22][C:23]([C:24]#[N:25])=[C:19]3[N:18]=2)[CH:5]=[CH:6][C:7]=1[Cl:8]. Given the reactants [Cl:1][C:2]1[CH:3]=[C:4]([C:9](=O)[CH2:10][C:11](=O)[C:12]([F:15])([F:14])[F:13])[CH:5]=[CH:6][C:7]=1[Cl:8].[NH2:18][C:19]1[C:23]([C:24]#[N:25])=[CH:22][NH:21][N:20]=1, predict the reaction product.